From a dataset of Reaction yield outcomes from USPTO patents with 853,638 reactions. Predict the reaction yield, written as a fraction of the theoretical maximum amount of product (1.0 means a 100% yield; for example, 0.34 means a 34% yield). The reactants are Cl.Cl.[N:3]1([CH2:9][CH:10]([C:22]2([OH:28])[CH2:27][CH2:26][CH2:25][CH2:24][CH2:23]2)[C:11]2[CH:16]=[CH:15][CH:14]=[C:13]([O:17][C:18]([F:21])([F:20])[F:19])[CH:12]=2)[CH2:8][CH2:7][NH:6][CH2:5][CH2:4]1.[CH2:29]=O.O.[OH-].[Na+]. The catalyst is C(O)=O. The product is [CH3:29][N:6]1[CH2:7][CH2:8][N:3]([CH2:9][CH:10]([C:22]2([OH:28])[CH2:27][CH2:26][CH2:25][CH2:24][CH2:23]2)[C:11]2[CH:16]=[CH:15][CH:14]=[C:13]([O:17][C:18]([F:21])([F:20])[F:19])[CH:12]=2)[CH2:4][CH2:5]1. The yield is 0.720.